Dataset: Peptide-MHC class I binding affinity with 185,985 pairs from IEDB/IMGT. Task: Regression. Given a peptide amino acid sequence and an MHC pseudo amino acid sequence, predict their binding affinity value. This is MHC class I binding data. (1) The peptide sequence is RVTGSSGRR. The MHC is HLA-A31:01 with pseudo-sequence HLA-A31:01. The binding affinity (normalized) is 0.495. (2) The peptide sequence is EVIKVSARV. The MHC is HLA-A26:01 with pseudo-sequence HLA-A26:01. The binding affinity (normalized) is 0.795. (3) The binding affinity (normalized) is 0.569. The peptide sequence is IMIGVLVGV. The MHC is HLA-A02:06 with pseudo-sequence HLA-A02:06. (4) The MHC is Patr-B0101 with pseudo-sequence Patr-B0101. The peptide sequence is LSRGGRAAI. The binding affinity (normalized) is 0.644. (5) The peptide sequence is FPTQADAIG. The MHC is HLA-A29:02 with pseudo-sequence HLA-A29:02. The binding affinity (normalized) is 0.0847. (6) The peptide sequence is FSGKEPISDY. The MHC is HLA-A31:01 with pseudo-sequence HLA-A31:01. The binding affinity (normalized) is 0. (7) The MHC is HLA-B58:01 with pseudo-sequence HLA-B58:01. The peptide sequence is RPAIVVPAF. The binding affinity (normalized) is 0.0847. (8) The peptide sequence is YELDLWGKI. The MHC is HLA-B57:01 with pseudo-sequence HLA-B57:01. The binding affinity (normalized) is 0.0847. (9) The peptide sequence is ASPISSIFSR. The MHC is HLA-A02:01 with pseudo-sequence HLA-A02:01. The binding affinity (normalized) is 0. (10) The peptide sequence is ATTELRTFS. The MHC is HLA-A11:01 with pseudo-sequence HLA-A11:01. The binding affinity (normalized) is 0.139.